From a dataset of Forward reaction prediction with 1.9M reactions from USPTO patents (1976-2016). Predict the product of the given reaction. (1) Given the reactants [H-].[Na+].[C:3]([C:6]1[C:7]2[CH:20]=[CH:19][CH:18]=[CH:17][C:8]=2[S:9][C:10]=1[NH:11][S:12]([CH2:15][CH3:16])(=[O:14])=[O:13])(=[O:5])[CH3:4].[F:21][C:22]1[CH:29]=[CH:28][C:25]([CH2:26]Br)=[CH:24][C:23]=1[C:30]([F:33])([F:32])[F:31].C1OCCOCCOCCOCCOC1, predict the reaction product. The product is: [C:3]([C:6]1[C:7]2[CH:20]=[CH:19][CH:18]=[CH:17][C:8]=2[S:9][C:10]=1[N:11]([CH2:26][C:25]1[CH:28]=[CH:29][C:22]([F:21])=[C:23]([C:30]([F:33])([F:31])[F:32])[CH:24]=1)[S:12]([CH2:15][CH3:16])(=[O:13])=[O:14])(=[O:5])[CH3:4]. (2) Given the reactants C(O)(C(F)(F)F)=O.[CH3:8][O:9][C:10]1[CH:11]=[C:12]([NH:27][C:28]2[N:33]=[C:32]([O:34][C:35]3[C:44]4[C:39](=[CH:40][CH:41]=[CH:42][CH:43]=4)[C:38]([NH:45]C(=O)OC(C)(C)C)=[CH:37][CH:36]=3)[CH:31]=[CH:30][N:29]=2)[CH:13]=[C:14]([O:16][CH2:17][CH2:18][O:19][CH2:20][CH2:21][O:22][CH2:23][CH2:24][O:25][CH3:26])[CH:15]=1, predict the reaction product. The product is: [NH2:45][C:38]1[C:39]2[C:44](=[CH:43][CH:42]=[CH:41][CH:40]=2)[C:35]([O:34][C:32]2[CH:31]=[CH:30][N:29]=[C:28]([NH:27][C:12]3[CH:13]=[C:14]([O:16][CH2:17][CH2:18][O:19][CH2:20][CH2:21][O:22][CH2:23][CH2:24][O:25][CH3:26])[CH:15]=[C:10]([O:9][CH3:8])[CH:11]=3)[N:33]=2)=[CH:36][CH:37]=1. (3) Given the reactants [F:1][C:2]1[CH:29]=[C:28]([N+:30]([O-])=O)[CH:27]=[CH:26][C:3]=1[O:4][C:5]1[N:10]=[CH:9][N:8]=[C:7]([NH:11][C:12]([N:14]2[CH2:19][CH2:18][CH:17]([CH2:20][N:21]3[CH2:25][CH2:24][CH2:23][CH2:22]3)[CH2:16][CH2:15]2)=[O:13])[CH:6]=1, predict the reaction product. The product is: [NH2:30][C:28]1[CH:27]=[CH:26][C:3]([O:4][C:5]2[N:10]=[CH:9][N:8]=[C:7]([NH:11][C:12]([N:14]3[CH2:19][CH2:18][CH:17]([CH2:20][N:21]4[CH2:25][CH2:24][CH2:23][CH2:22]4)[CH2:16][CH2:15]3)=[O:13])[CH:6]=2)=[C:2]([F:1])[CH:29]=1. (4) The product is: [Br:1][C:2]1[CH:15]=[CH:14][C:13]2[O:12][C:11]3[C:6](=[CH:7][C:8]([C:26]4[CH:27]=[N:22][CH:23]=[N:24][CH:25]=4)=[CH:9][CH:10]=3)[C@@:5]3([CH2:20][O:19][C:18]([NH2:21])=[N:17]3)[C:4]=2[CH:3]=1. Given the reactants [Br:1][C:2]1[CH:15]=[CH:14][C:13]2[O:12][C:11]3[C:6](=[CH:7][C:8](I)=[CH:9][CH:10]=3)[C@@:5]3([CH2:20][O:19][C:18]([NH2:21])=[N:17]3)[C:4]=2[CH:3]=1.[N:22]1[CH:27]=[C:26](B(O)O)[CH:25]=[N:24][CH:23]=1.COCCOC.C(=O)([O-])[O-].[Na+].[Na+], predict the reaction product. (5) Given the reactants [CH3:1][O:2][C:3]1[CH:37]=[CH:36][C:6]([C:7]([NH:9][C:10]2[C:11]([NH:24][C:25](=[O:35])[C:26]3[CH:31]=[CH:30][C:29]([CH2:32][CH2:33][CH3:34])=[CH:28][CH:27]=3)=[CH:12][C:13]([O:16][Si](C(C)(C)C)(C)C)=[CH:14][CH:15]=2)=[O:8])=[CH:5][CH:4]=1.[F-].C([N+](CCCC)(CCCC)CCCC)CCC, predict the reaction product. The product is: [CH3:1][O:2][C:3]1[CH:4]=[CH:5][C:6]([C:7]([NH:9][C:10]2[C:11]([NH:24][C:25](=[O:35])[C:26]3[CH:31]=[CH:30][C:29]([CH2:32][CH2:33][CH3:34])=[CH:28][CH:27]=3)=[CH:12][C:13]([OH:16])=[CH:14][CH:15]=2)=[O:8])=[CH:36][CH:37]=1. (6) Given the reactants [OH:1][C:2]1[CH:7]=[CH:6][C:5]([S:8](Cl)(=[O:10])=[O:9])=[CH:4][CH:3]=1.C/C(/O[Si](C)(C)C)=N\[Si](C)(C)C.[CH3:24][C:25]1([CH3:35])[S:30][CH2:29][CH2:28][NH:27][C@H:26]1[C:31]([O:33][CH3:34])=[O:32].CN1CCOCC1, predict the reaction product. The product is: [CH3:34][O:33][C:31]([CH:26]1[C:25]([CH3:35])([CH3:24])[S:30][CH2:29][CH2:28][N:27]1[S:8]([C:5]1[CH:6]=[CH:7][C:2]([OH:1])=[CH:3][CH:4]=1)(=[O:10])=[O:9])=[O:32].